From a dataset of Forward reaction prediction with 1.9M reactions from USPTO patents (1976-2016). Predict the product of the given reaction. (1) Given the reactants [N:1]1([NH2:7])[CH2:6][CH2:5][O:4][CH2:3][CH2:2]1.[CH3:8][O:9][C:10]([C:12]1[CH:13]=[C:14]([CH3:34])[C:15]2[O:21][C:20]3[C:22]([Cl:30])=[CH:23][C:24]([NH:26][CH2:27][CH2:28]Cl)=[CH:25][C:19]=3[CH2:18][S:17](=[O:32])(=[O:31])[C:16]=2[CH:33]=1)=[O:11].O, predict the reaction product. The product is: [CH3:8][O:9][C:10]([C:12]1[CH:13]=[C:14]([CH3:34])[C:15]2[O:21][C:20]3[C:22]([Cl:30])=[CH:23][C:24]([NH:26][CH2:27][CH2:28][NH:7][N:1]4[CH2:6][CH2:5][O:4][CH2:3][CH2:2]4)=[CH:25][C:19]=3[CH2:18][S:17](=[O:31])(=[O:32])[C:16]=2[CH:33]=1)=[O:11]. (2) The product is: [CH2:9]([C:13]([CH3:15])=[O:14])[CH2:10][CH2:12][CH2:1][CH3:2].[C:1]([O:4][CH2:5][CH2:6][CH2:7][CH3:8])(=[O:3])[CH3:2].[CH2:9]([C:13]([CH3:15])=[O:14])[CH2:10][CH2:12][CH2:1][CH3:2].[CH2:9]([C:13]([CH3:15])=[O:14])[CH:10]([CH3:12])[CH3:11]. Given the reactants [C:1]([O:4][CH2:5][CH2:6][CH2:7][CH3:8])(=[O:3])[CH3:2].[CH2:9]([C:13]([CH3:15])=[O:14])[CH:10]([CH3:12])[CH3:11], predict the reaction product. (3) Given the reactants [Br:1][C:2]1[CH2:6][CH:5]([C:7]#[N:8])[O:4][N:3]=1.C1COCC1.[N-:14]=[N+:15]=[N-:16].[Na+].Cl, predict the reaction product. The product is: [Br:1][C:2]1[CH2:6][CH:5]([C:7]2[N:14]=[N:15][NH:16][N:8]=2)[O:4][N:3]=1. (4) Given the reactants [F:1][C:2]1[CH:10]=[C:9]2[C:5]([C:6]([C:20]3[CH:21]=[C:22](N)[C:23]([NH2:26])=[CH:24][CH:25]=3)=[CH:7][N:8]2[S:11]([C:14]2[CH:19]=[CH:18][CH:17]=[CH:16][CH:15]=2)(=[O:13])=[O:12])=[CH:4][CH:3]=1.FC1C=C2C(C(I)=CN2S(C2C=CC=CC=2)(=O)=[O:39])=CC=1.NC1C=CC(B2OC(C)(C)C(C)(C)O2)=CC=1O, predict the reaction product. The product is: [NH2:26][C:23]1[CH:24]=[CH:25][C:20]([C:6]2[C:5]3[C:9](=[CH:10][C:2]([F:1])=[CH:3][CH:4]=3)[N:8]([S:11]([C:14]3[CH:19]=[CH:18][CH:17]=[CH:16][CH:15]=3)(=[O:13])=[O:12])[CH:7]=2)=[CH:21][C:22]=1[OH:39].